Dataset: Reaction yield outcomes from USPTO patents with 853,638 reactions. Task: Predict the reaction yield, written as a fraction of the theoretical maximum amount of product (1.0 means a 100% yield; for example, 0.34 means a 34% yield). (1) The reactants are [CH3:1][O:2][C:3]1[N:4]=[CH:5][C:6]([NH2:9])=[N:7][CH:8]=1.[Cl-].C[Al+]C.[CH2:14]([N:16]1[CH:24]=[C:23]2[C:18]([CH:19]=[C:20]([C:36](OC)=[O:37])[CH:21]=[C:22]2[O:25][C:26]2[CH:31]=[CH:30][C:29]([S:32]([CH3:35])(=[O:34])=[O:33])=[CH:28][CH:27]=2)=[N:17]1)[CH3:15].C(C(C(C([O-])=O)O)O)([O-])=O.[Na+].[K+]. The catalyst is ClC(Cl)C. The product is [CH2:14]([N:16]1[CH:24]=[C:23]2[C:18]([CH:19]=[C:20]([C:36]([NH:9][C:6]3[CH:5]=[N:4][C:3]([O:2][CH3:1])=[CH:8][N:7]=3)=[O:37])[CH:21]=[C:22]2[O:25][C:26]2[CH:27]=[CH:28][C:29]([S:32]([CH3:35])(=[O:34])=[O:33])=[CH:30][CH:31]=2)=[N:17]1)[CH3:15]. The yield is 0.160. (2) The reactants are C[Al](C)C.[CH2:5]([NH2:8])[CH2:6][NH2:7].C(O[C:12](=O)[CH2:13][S:14][C:15]1[CH:20]=[C:19]([Cl:21])[CH:18]=[C:17]([Cl:22])[CH:16]=1)C. The catalyst is C1(C)C=CC=CC=1. The product is [Cl:22][C:17]1[CH:16]=[C:15]([S:14][CH2:13][C:12]2[NH:7][CH2:6][CH2:5][N:8]=2)[CH:20]=[C:19]([Cl:21])[CH:18]=1. The yield is 0.300. (3) The reactants are [F:8][C:7]([F:10])([F:9])[C:6](O[C:6](=[O:11])[C:7]([F:10])([F:9])[F:8])=[O:11].[F:14][C:15]1[CH:20]=[CH:19][C:18]([C:21]2[CH:26]=[CH:25][CH:24]=[C:23]([NH2:27])[CH:22]=2)=[CH:17][C:16]=1[N+:28]([O-:30])=[O:29].C(N(CC)CC)C. The catalyst is ClCCl. The product is [F:14][C:15]1[CH:20]=[CH:19][C:18]([C:21]2[CH:26]=[CH:25][CH:24]=[C:23]([NH:27][C:6](=[O:11])[C:7]([F:8])([F:9])[F:10])[CH:22]=2)=[CH:17][C:16]=1[N+:28]([O-:30])=[O:29]. The yield is 0.650. (4) The reactants are C(N(CC)CC)C.[Cl:8][C:9]1[CH:10]=[C:11]2[C:15](=[CH:16][CH:17]=1)[N:14](C(OC(C)(C)C)=O)[CH:13]=[C:12]2[CH:25]=[O:26].[CH:27](=[N:34][C:35]1[CH:40]=[CH:39][CH:38]=[C:37]([O:41][CH3:42])[CH:36]=1)[C:28]1[CH:33]=[CH:32][CH:31]=[CH:30][CH:29]=1. The catalyst is [Cl-].C([N+]1C(C)=C(CCO)SC=1)C1C=CC=CC=1.C(O)C. The product is [Cl:8][C:9]1[CH:10]=[C:11]2[C:15](=[CH:16][CH:17]=1)[NH:14][CH:13]=[C:12]2[C:25](=[O:26])[CH:27]([NH:34][C:35]1[CH:40]=[CH:39][CH:38]=[C:37]([O:41][CH3:42])[CH:36]=1)[C:28]1[CH:29]=[CH:30][CH:31]=[CH:32][CH:33]=1. The yield is 0.0300.